From a dataset of Catalyst prediction with 721,799 reactions and 888 catalyst types from USPTO. Predict which catalyst facilitates the given reaction. (1) Product: [CH2:19]([O:18][C:16](=[O:17])[CH2:15][CH2:14][C:5]1[CH:4]=[C:3]([O:2][CH3:1])[C:8]([O:9][CH3:10])=[C:7]([NH2:11])[CH:6]=1)[CH3:20]. Reactant: [CH3:1][O:2][C:3]1[CH:4]=[C:5](/[CH:14]=[CH:15]/[C:16]([O:18][CH2:19][CH3:20])=[O:17])[CH:6]=[C:7]([N+:11]([O-])=O)[C:8]=1[O:9][CH3:10]. The catalyst class is: 19. (2) Reactant: [F:1][C:2]1[CH:17]=[CH:16][C:5]([O:6][C:7]2[CH:12]=[CH:11][N:10]=[C:9]([C:13](=[O:15])[CH3:14])[N:8]=2)=[CH:4][CH:3]=1.CO.[BH4-].[Na+]. Product: [F:1][C:2]1[CH:17]=[CH:16][C:5]([O:6][C:7]2[CH:12]=[CH:11][N:10]=[C:9]([CH:13]([OH:15])[CH3:14])[N:8]=2)=[CH:4][CH:3]=1. The catalyst class is: 2. (3) Reactant: [CH2:1]([N:6]1[C:14]2[C:9](=[CH:10][CH:11]=[CH:12][CH:13]=2)[C:8](=[O:15])[C:7]1=[O:16])[CH2:2][CH2:3][CH2:4][CH3:5].[CH2:17]1[O:25][C:24]2[C:19](=[CH:20][CH:21]=[C-:22][CH:23]=2)[O:18]1.[Mg+2].[Br-]. Product: [O:18]1[C:19]2[CH:20]=[CH:21][C:22]([C:8]3([OH:15])[C:9]4[C:14](=[CH:13][CH:12]=[CH:11][CH:10]=4)[N:6]([CH2:1][CH2:2][CH2:3][CH2:4][CH3:5])[C:7]3=[O:16])=[CH:23][C:24]=2[O:25][CH2:17]1. The catalyst class is: 1. (4) Reactant: [CH:1]([C:4]1[CH:9]=[CH:8][CH:7]=[C:6]([CH:10]([CH3:12])[CH3:11])[C:5]=1[NH:13][C:14](=[NH:24])[C:15]1[CH:20]=[C:19]([CH3:21])[CH:18]=[C:17]([O:22][CH3:23])[CH:16]=1)([CH3:3])[CH3:2].C(=O)(O)[O-].[Na+].Cl[CH2:31][CH:32]=O.CC(O)C. Product: [CH:10]([C:6]1[CH:7]=[CH:8][CH:9]=[C:4]([CH:1]([CH3:2])[CH3:3])[C:5]=1[N:13]1[CH:32]=[CH:31][N:24]=[C:14]1[C:15]1[CH:20]=[C:19]([CH3:21])[CH:18]=[C:17]([O:22][CH3:23])[CH:16]=1)([CH3:12])[CH3:11]. The catalyst class is: 69. (5) The catalyst class is: 595. Product: [Cl:20][C:17]1[CH:16]=[CH:15][C:14]([S:11]([C:8]2[C:9]([CH3:10])=[C:5]([CH2:3][OH:2])[S:6][CH:7]=2)(=[O:13])=[O:12])=[CH:19][CH:18]=1. Reactant: C[O:2][C:3]([C:5]1[S:6][CH:7]=[C:8]([S:11]([C:14]2[CH:19]=[CH:18][C:17]([Cl:20])=[CH:16][CH:15]=2)(=[O:13])=[O:12])[C:9]=1[CH3:10])=O.CC(C[AlH]CC(C)C)C. (6) Reactant: [NH:1]1[C:9]2[C:4](=[CH:5][CH:6]=[CH:7][CH:8]=2)[C:3](=[O:10])[NH:2]1.C(=O)([O-])[O-].[K+].[K+].Br[CH2:18][C:19]1[CH:24]=[CH:23][C:22]([CH2:25][CH2:26][CH3:27])=[CH:21][CH:20]=1. Product: [CH2:25]([C:22]1[CH:23]=[CH:24][C:19]([CH2:18][N:1]2[C:9]3[C:4](=[CH:5][CH:6]=[CH:7][CH:8]=3)[C:3](=[O:10])[NH:2]2)=[CH:20][CH:21]=1)[CH2:26][CH3:27]. The catalyst class is: 35. (7) Reactant: [CH2:1]([N:4]([C:13]([O:15][C:16]([CH3:19])([CH3:18])[CH3:17])=[O:14])[NH:5][C:6]([O:8][C:9]([CH3:12])([CH3:11])[CH3:10])=[O:7])[C:2]#[CH:3].C(=O)([O-])[O-].[Cs+].[Cs+].CS(O[CH2:31][CH2:32][O:33][CH2:34][CH2:35][O:36][CH2:37][CH2:38][O:39][CH2:40][CH2:41][N:42]=[N+:43]=[N-:44])(=O)=O. Product: [N:42]([CH2:41][CH2:40][O:39][CH2:38][CH2:37][O:36][CH2:35][CH2:34][O:33][CH2:32][CH2:31][N:5]([C:6]([O:8][C:9]([CH3:10])([CH3:11])[CH3:12])=[O:7])[N:4]([CH2:1][C:2]#[CH:3])[C:13]([O:15][C:16]([CH3:19])([CH3:18])[CH3:17])=[O:14])=[N+:43]=[N-:44]. The catalyst class is: 18.